From a dataset of CYP3A4 inhibition data for predicting drug metabolism from PubChem BioAssay. Regression/Classification. Given a drug SMILES string, predict its absorption, distribution, metabolism, or excretion properties. Task type varies by dataset: regression for continuous measurements (e.g., permeability, clearance, half-life) or binary classification for categorical outcomes (e.g., BBB penetration, CYP inhibition). Dataset: cyp3a4_veith. (1) The drug is CC(=O)C=NCC(=O)O. The result is 0 (non-inhibitor). (2) The drug is Cc1cc(Cl)ccc1Oc1ncc(-c2ccc(Cl)cc2)cn1. The result is 1 (inhibitor). (3) The drug is CN1CCC[C@@H]1c1cccnc1.O=C(O)c1ccccc1O.O=C([OH2+])c1ccccc1O.O=C([OH2+])c1ccccc1O.[Mn]. The result is 0 (non-inhibitor). (4) The molecule is CC(=O)C1=C(C)OC(N)=C(C#N)C1c1cc2cccc(C)c2nc1Cl. The result is 0 (non-inhibitor). (5) The drug is Cc1ccc(C)c(OCCCC(C)(C)C(=O)O)c1. The result is 0 (non-inhibitor). (6) The molecule is CC(=O)NC1=C(OS(=O)(=O)c2ccc(C)cc2)CN(C)C1=O. The result is 0 (non-inhibitor).